From a dataset of NCI-60 drug combinations with 297,098 pairs across 59 cell lines. Regression. Given two drug SMILES strings and cell line genomic features, predict the synergy score measuring deviation from expected non-interaction effect. (1) Drug 1: CC1=C(C=C(C=C1)NC2=NC=CC(=N2)N(C)C3=CC4=NN(C(=C4C=C3)C)C)S(=O)(=O)N.Cl. Cell line: SK-MEL-28. Drug 2: CC1=C(C(=CC=C1)Cl)NC(=O)C2=CN=C(S2)NC3=CC(=NC(=N3)C)N4CCN(CC4)CCO. Synergy scores: CSS=1.46, Synergy_ZIP=-0.716, Synergy_Bliss=-0.994, Synergy_Loewe=-12.5, Synergy_HSA=-3.81. (2) Drug 1: C1CCC(C1)C(CC#N)N2C=C(C=N2)C3=C4C=CNC4=NC=N3. Drug 2: CC1=C2C(C(=O)C3(C(CC4C(C3C(C(C2(C)C)(CC1OC(=O)C(C(C5=CC=CC=C5)NC(=O)OC(C)(C)C)O)O)OC(=O)C6=CC=CC=C6)(CO4)OC(=O)C)OC)C)OC. Cell line: 786-0. Synergy scores: CSS=51.4, Synergy_ZIP=5.74, Synergy_Bliss=5.41, Synergy_Loewe=-19.0, Synergy_HSA=6.76. (3) Drug 1: C1=C(C(=O)NC(=O)N1)N(CCCl)CCCl. Drug 2: C#CCC(CC1=CN=C2C(=N1)C(=NC(=N2)N)N)C3=CC=C(C=C3)C(=O)NC(CCC(=O)O)C(=O)O. Cell line: HL-60(TB). Synergy scores: CSS=64.4, Synergy_ZIP=-8.49, Synergy_Bliss=-16.1, Synergy_Loewe=-14.1, Synergy_HSA=-12.3.